Task: Predict the product of the given reaction.. Dataset: Forward reaction prediction with 1.9M reactions from USPTO patents (1976-2016) (1) Given the reactants [CH3:1][C:2]([CH3:17])([CH3:16])[C@@H:3]([C:13]([OH:15])=[O:14])[NH:4][C:5]([O:7][CH2:8][CH2:9][CH2:10][CH:11]=[CH2:12])=[O:6].Cl.N[C@@H:20]([C:24]1(C)CCCCC1)[C:21](O)=O, predict the reaction product. The product is: [CH3:1][C:2]1([C@H:3]([NH:4][C:5]([O:7][CH2:8][CH2:9][CH2:10][CH:11]=[CH2:12])=[O:6])[C:13]([OH:15])=[O:14])[CH2:17][CH2:24][CH2:20][CH2:21][CH2:16]1. (2) Given the reactants [Br:1][CH2:2][CH2:3][CH2:4][CH2:5]Br.[CH3:7][C:8]([S-:11])([CH3:10])[CH3:9].[Na+], predict the reaction product. The product is: [CH3:7][C:8]([S:11][CH2:5][CH2:4][CH2:3][CH2:2][Br:1])([CH3:10])[CH3:9]. (3) Given the reactants Br[C:2]1[CH:3]=[CH:4][C:5]([NH:12][C:13](=[O:19])[C:14]([O:16][CH2:17][CH3:18])=[O:15])=[C:6]([CH:11]=1)[C:7]([O:9][CH3:10])=[O:8].C(N(CC)CC)C.[C:27]([O:31][C:32]([CH3:35])([CH3:34])[CH3:33])(=[O:30])[CH:28]=[CH2:29].O, predict the reaction product. The product is: [C:32]([O:31][C:27](=[O:30])/[CH:28]=[CH:29]/[C:2]1[CH:3]=[CH:4][C:5]([NH:12][C:13](=[O:19])[C:14]([O:16][CH2:17][CH3:18])=[O:15])=[C:6]([CH:11]=1)[C:7]([O:9][CH3:10])=[O:8])([CH3:35])([CH3:34])[CH3:33]. (4) The product is: [NH2:24][CH:22]1[CH2:11][CH2:12][CH2:13][N:14]([C:11]2[CH:12]=[CH:13][N:14]3[C:9]([C:10]=2[O:18][CH3:19])=[C:8]([CH2:20][CH3:21])[CH:7]=[C:6]([C:4]([O:3][CH2:1][CH3:2])=[O:5])[C:15]3=[O:16])[CH2:23]1. Given the reactants [CH2:1]([O:3][C:4]([C:6]1[C:15](=[O:16])[N:14]2[C:9]([C:10]([O:18][CH3:19])=[C:11](Cl)[CH:12]=[CH:13]2)=[C:8]([CH2:20][CH3:21])[CH:7]=1)=[O:5])[CH3:2].[C:22](#[N:24])[CH3:23], predict the reaction product. (5) Given the reactants [CH3:1][C:2]1[NH:6][CH:5]=[N:4][C:3]=1[C:7]1[CH:12]=[CH:11][CH:10]=[CH:9][CH:8]=1.C([O-])([O-])=O.[K+].[K+].[CH2:19](OS(C)(=O)=O)[CH2:20][C:21]1[CH:26]=[CH:25][CH:24]=[CH:23][CH:22]=1, predict the reaction product. The product is: [CH3:1][C:2]1[N:6]([CH2:19][CH2:20][C:21]2[CH:26]=[CH:25][CH:24]=[CH:23][CH:22]=2)[CH:5]=[N:4][C:3]=1[C:7]1[CH:8]=[CH:9][CH:10]=[CH:11][CH:12]=1.[CH3:1][C:2]1[N:6]=[CH:5][N:4]([CH2:19][CH2:20][C:21]2[CH:26]=[CH:25][CH:24]=[CH:23][CH:22]=2)[C:3]=1[C:7]1[CH:8]=[CH:9][CH:10]=[CH:11][CH:12]=1. (6) The product is: [Cl:20][C:21]1[CH:26]=[C:25]([F:27])[CH:24]=[CH:23][C:22]=1[C:28](/[N:12]=[C:6]1\[S:7][C:8]([CH3:11])=[C:9]([CH3:10])[N:5]\1[CH2:4][CH2:3][O:2][CH3:1])=[O:29]. Given the reactants [CH3:1][O:2][CH2:3][CH2:4][N:5]1[C:9]([CH3:10])=[C:8]([CH3:11])[S:7][C:6]1=[NH:12].CCN(CC)CC.[Cl:20][C:21]1[CH:26]=[C:25]([F:27])[CH:24]=[CH:23][C:22]=1[C:28](Cl)=[O:29], predict the reaction product. (7) Given the reactants Br[C:2]1[C:3]2[C:4]3[CH:18]=[CH:17][S:16][C:5]=3[C:6](=[O:15])[NH:7][C:8]=2[C:9]([CH3:14])=[CH:10][C:11]=1[O:12][CH3:13].[CH3:19][CH:20]([CH3:46])[CH:21]([C:31]1[CH:36]=[CH:35][C:34](B2OC(C)(C)C(C)(C)O2)=[CH:33][CH:32]=1)[CH2:22][NH:23][C:24](=[O:30])[O:25][C:26]([CH3:29])([CH3:28])[CH3:27], predict the reaction product. The product is: [CH3:13][O:12][C:11]1[CH:10]=[C:9]([CH3:14])[C:8]2[NH:7][C:6](=[O:15])[C:5]3[S:16][CH:17]=[CH:18][C:4]=3[C:3]=2[C:2]=1[C:34]1[CH:33]=[CH:32][C:31]([CH:21]([CH:20]([CH3:46])[CH3:19])[CH2:22][NH:23][C:24](=[O:30])[O:25][C:26]([CH3:27])([CH3:28])[CH3:29])=[CH:36][CH:35]=1. (8) Given the reactants [Li]CCCC.[N:6]([C:9]([C:12]1[CH:17]=[CH:16][C:15](Br)=[CH:14][CH:13]=1)([CH3:11])[CH3:10])=[N+:7]=[N-:8].CON(C)[C:22](=[O:29])[CH2:23][C:24]1[S:25][CH:26]=[CH:27][CH:28]=1, predict the reaction product. The product is: [N:6]([C:9]([C:12]1[CH:17]=[CH:16][C:15]([C:22](=[O:29])[CH2:23][C:24]2[S:25][CH:26]=[CH:27][CH:28]=2)=[CH:14][CH:13]=1)([CH3:11])[CH3:10])=[N+:7]=[N-:8]. (9) Given the reactants [Cl:1][C:2]1[CH:7]=[CH:6][C:5]([C@H:8]2[C@@H:13]([C:14]3[CH:19]=[CH:18][C:17]([Cl:20])=[CH:16][CH:15]=3)[N:12]([C@H:21]([CH2:27][CH2:28][CH3:29])[C:22]([O:24][CH2:25][CH3:26])=[O:23])[C:11](=[O:30])[C@H:10]([CH2:31][C:32]3[CH:37]=[CH:36][CH:35]=[C:34](I)[CH:33]=3)[O:9]2)=[CH:4][CH:3]=1.[CH3:39][S:40]([O-:42])=[O:41].[Na+], predict the reaction product. The product is: [Cl:1][C:2]1[CH:7]=[CH:6][C:5]([C@H:8]2[C@@H:13]([C:14]3[CH:19]=[CH:18][C:17]([Cl:20])=[CH:16][CH:15]=3)[N:12]([C@H:21]([CH2:27][CH2:28][CH3:29])[C:22]([O:24][CH2:25][CH3:26])=[O:23])[C:11](=[O:30])[C@H:10]([CH2:31][C:32]3[CH:37]=[CH:36][CH:35]=[C:34]([S:40]([CH3:39])(=[O:42])=[O:41])[CH:33]=3)[O:9]2)=[CH:4][CH:3]=1. (10) Given the reactants [C:1]1([N:7]([CH2:29][C:30]([O:32][CH2:33][CH3:34])=[O:31])[C:8]([C:10]2[CH:11]=[CH:12][C:13]3[S:17][C:16]([CH2:18][NH:19][C:20]4[CH:25]=[CH:24][C:23]([C:26]#[N:27])=[CH:22][CH:21]=4)=[N:15][C:14]=3[CH:28]=2)=[O:9])[CH:6]=[CH:5][CH:4]=[CH:3][CH:2]=1.[ClH:35].C(O)C.C(=O)([O-])[O-].[NH4+:43].[NH4+], predict the reaction product. The product is: [ClH:35].[C:1]1([N:7]([CH2:29][C:30]([O:32][CH2:33][CH3:34])=[O:31])[C:8]([C:10]2[CH:11]=[CH:12][C:13]3[S:17][C:16]([CH2:18][NH:19][C:20]4[CH:25]=[CH:24][C:23]([C:26](=[NH:43])[NH2:27])=[CH:22][CH:21]=4)=[N:15][C:14]=3[CH:28]=2)=[O:9])[CH:6]=[CH:5][CH:4]=[CH:3][CH:2]=1.